Task: Binary Classification. Given a drug SMILES string, predict its activity (active/inactive) in a high-throughput screening assay against a specified biological target.. Dataset: Tyrosyl-DNA phosphodiesterase HTS with 341,365 compounds (1) The drug is O=C(Nc1c(OC)ccc(OC)c1)c1c2CCCc2nc2c1cccc2. The result is 0 (inactive). (2) The compound is O1C(C(O)C(O)C(O)C1Oc1c(OC)c2nc3occc3c(OC)c2cc1)C. The result is 0 (inactive).